From a dataset of Choline transporter screen with 302,306 compounds. Binary Classification. Given a drug SMILES string, predict its activity (active/inactive) in a high-throughput screening assay against a specified biological target. (1) The result is 0 (inactive). The compound is o1nc(nc1c1c2c(nc(c1)c1ccccc1)cccc2)c1ncccc1. (2) The molecule is S(=O)(=O)(c1ccc(OC)cc1)/C(=C\Nc1cc(OC)ccc1)C#N. The result is 0 (inactive). (3) The drug is S(CC(=O)N(CC)CC)c1[nH]c(N)c(c2ccccc2)c(=O)n1. The result is 0 (inactive). (4) The drug is Brc1ccc(C(=O)CN2CCCC2=N)cc1. The result is 1 (active). (5) The molecule is FC(F)(F)c1cc(NC(=O)NCc2cc3CCOc3cc2)ccc1. The result is 0 (inactive).